From a dataset of Catalyst prediction with 721,799 reactions and 888 catalyst types from USPTO. Predict which catalyst facilitates the given reaction. (1) Reactant: [C:1]([C:4]1[C:5](=[O:34])[N:6]([CH3:33])[C:7]2[C:12]([C:13]=1[NH:14][C:15](=[O:17])[CH3:16])=[CH:11][C:10]([C:18]1[CH:23]=[CH:22][C:21]([Cl:24])=[CH:20][CH:19]=1)=[C:9]([C:25]1[CH:30]=[CH:29][C:28]([Cl:31])=[CH:27][C:26]=1[Cl:32])[N:8]=2)(=[O:3])[CH3:2].C1COCC1.[BH4-].[Na+]. Product: [Cl:24][C:21]1[CH:22]=[CH:23][C:18]([C:10]2[CH:11]=[C:12]3[C:7](=[N:8][C:9]=2[C:25]2[CH:30]=[CH:29][C:28]([Cl:31])=[CH:27][C:26]=2[Cl:32])[N:6]([CH3:33])[C:5](=[O:34])[C:4]([CH:1]([OH:3])[CH3:2])=[C:13]3[NH:14][C:15](=[O:17])[CH3:16])=[CH:19][CH:20]=1. The catalyst class is: 5. (2) Reactant: [CH3:1][O:2][C:3]1[CH:4]=[C:5]([C:11]#[C:12][C:13]2[NH:21][C:20]3[C:19](=[O:22])[NH:18][C:17](=[O:23])[N:16]([CH2:24][CH3:25])[C:15]=3[N:14]=2)[CH:6]=[CH:7][C:8]=1[O:9][CH3:10].[CH2:26](N(CC)CC)C.COS(OC)(=O)=O. Product: [CH3:1][O:2][C:3]1[CH:4]=[C:5]([C:11]#[C:12][C:13]2[N:21]([CH3:26])[C:20]3[C:19](=[O:22])[NH:18][C:17](=[O:23])[N:16]([CH2:24][CH3:25])[C:15]=3[N:14]=2)[CH:6]=[CH:7][C:8]=1[O:9][CH3:10]. The catalyst class is: 9. (3) Reactant: Cl[C:2]1[C:11]2[C:6](=[CH:7][C:8]([Cl:12])=[CH:9][CH:10]=2)[N:5]=[CH:4][CH:3]=1.[NH:13]1[CH2:18][CH2:17][NH:16][CH2:15][CH2:14]1. Product: [Cl:12][C:8]1[CH:7]=[C:6]2[C:11]([C:2]([N:13]3[CH2:18][CH2:17][NH:16][CH2:15][CH2:14]3)=[CH:3][CH:4]=[N:5]2)=[CH:10][CH:9]=1. The catalyst class is: 14.